From a dataset of Catalyst prediction with 721,799 reactions and 888 catalyst types from USPTO. Predict which catalyst facilitates the given reaction. (1) Reactant: FC(F)(F)C(O)=O.[F:8][C@H:9]1[C@H:13]([O:14]CC2C=CC(OC)=CC=2)[C@@H:12]([CH2:24][O:25]CC2C=CC(OC)=CC=2)[S:11][CH:10]1[N:35]1[CH:42]=[CH:41][C:39]([NH2:40])=[N:38][C:36]1=[O:37]. Product: [F:8][C@H:9]1[C@H:13]([OH:14])[C@@H:12]([CH2:24][OH:25])[S:11][CH:10]1[N:35]1[CH:42]=[CH:41][C:39]([NH2:40])=[N:38][C:36]1=[O:37]. The catalyst class is: 4. (2) Reactant: [F:1][C:2]1[CH:11]=[C:10]2[C:5]([CH:6]=[C:7](N)[CH:8]=[N:9]2)=[CH:4][C:3]=1[O:13][CH3:14].Cl.N([O-])=[O:17].[Na+].S(=O)(=O)(O)O.C(=O)([O-])O.[Na+]. Product: [F:1][C:2]1[CH:11]=[C:10]2[C:5]([CH:6]=[C:7]([OH:17])[CH:8]=[N:9]2)=[CH:4][C:3]=1[O:13][CH3:14]. The catalyst class is: 6. (3) Reactant: [CH2:1]([O:3][C:4]([C:6]1[S:7][C:8](S(C)(=O)=O)=[C:9]2[C:14](=[O:15])[CH2:13][CH2:12][CH2:11][C:10]=12)=[O:5])[CH3:2].[C:20]1([OH:26])[CH:25]=[CH:24][CH:23]=[CH:22][CH:21]=1.[H-].[Na+].C(O)(=O)CC(CC(O)=O)(C(O)=O)O. Product: [CH2:1]([O:3][C:4]([C:6]1[S:7][C:8]([O:26][C:20]2[CH:25]=[CH:24][CH:23]=[CH:22][CH:21]=2)=[C:9]2[C:14](=[O:15])[CH2:13][CH2:12][CH2:11][C:10]=12)=[O:5])[CH3:2]. The catalyst class is: 7. (4) Reactant: [Cl:1][C:2]1[CH:3]=[C:4]([C:9]2([F:21])[CH2:13][CH2:12][N:11](C(OC(C)(C)C)=O)[CH2:10]2)[CH:5]=[C:6]([Cl:8])[CH:7]=1.FC(F)(F)C(O)=O. Product: [Cl:1][C:2]1[CH:3]=[C:4]([C:9]2([F:21])[CH2:13][CH2:12][NH:11][CH2:10]2)[CH:5]=[C:6]([Cl:8])[CH:7]=1. The catalyst class is: 4.